Task: Predict the product of the given reaction.. Dataset: Forward reaction prediction with 1.9M reactions from USPTO patents (1976-2016) (1) Given the reactants C([O:3][C:4]([C:6]1[N:7]([CH3:17])[N:8]=[C:9]([C:11]2[CH:16]=[CH:15][CH:14]=[CH:13][CH:12]=2)[CH:10]=1)=[O:5])C.CO.O.[OH-].[Li+].Cl, predict the reaction product. The product is: [CH3:17][N:7]1[C:6]([C:4]([OH:5])=[O:3])=[CH:10][C:9]([C:11]2[CH:16]=[CH:15][CH:14]=[CH:13][CH:12]=2)=[N:8]1. (2) Given the reactants [Br:1][C:2]1[CH:10]=[CH:9][C:5]([C:6](O)=[O:7])=[C:4]([F:11])[CH:3]=1.C(Cl)(=O)C([Cl:15])=O.CN(C=O)C, predict the reaction product. The product is: [Br:1][C:2]1[CH:10]=[CH:9][C:5]([C:6]([Cl:15])=[O:7])=[C:4]([F:11])[CH:3]=1. (3) Given the reactants [Cl:1][C:2]1[CH:3]=[C:4]([CH:31]=[CH:32][CH:33]=1)[CH2:5][NH:6][C:7]([C:9]1[N:10]([CH2:25][CH:26]([O:29][CH3:30])[O:27][CH3:28])[CH:11]=[C:12](Br)[C:13](=[O:23])[C:14]=1[O:15][CH2:16][C:17]1[CH:22]=[CH:21][CH:20]=[CH:19][CH:18]=1)=[O:8].C([Sn](F)(CCCC)CCCC)CCC.[Si]([O:55][CH:56]([O:58][CH3:59])[CH3:57])(C(C)(C)C)(C)C.C(=O)([O-])O.[Na+], predict the reaction product. The product is: [CH2:16]([O:15][C:14]1[C:13](=[O:23])[C:12]([CH2:57][C:56]([O:58][CH3:59])=[O:55])=[CH:11][N:10]([CH2:25][CH:26]([O:29][CH3:30])[O:27][CH3:28])[C:9]=1[C:7](=[O:8])[NH:6][CH2:5][C:4]1[CH:31]=[CH:32][CH:33]=[C:2]([Cl:1])[CH:3]=1)[C:17]1[CH:22]=[CH:21][CH:20]=[CH:19][CH:18]=1. (4) Given the reactants [H-].[Al+3].[Li+].[H-].[H-].[H-].[Br:7][C:8]1[CH:16]=[CH:15][C:11]([C:12](O)=[O:13])=[C:10]([O:17][CH:18]2[CH2:23][CH2:22][CH2:21][CH2:20][CH2:19]2)[CH:9]=1.Cl, predict the reaction product. The product is: [Br:7][C:8]1[CH:16]=[CH:15][C:11]([CH2:12][OH:13])=[C:10]([O:17][CH:18]2[CH2:19][CH2:20][CH2:21][CH2:22][CH2:23]2)[CH:9]=1.